Dataset: Ames mutagenicity test results for genotoxicity prediction. Task: Regression/Classification. Given a drug SMILES string, predict its toxicity properties. Task type varies by dataset: regression for continuous values (e.g., LD50, hERG inhibition percentage) or binary classification for toxic/non-toxic outcomes (e.g., AMES mutagenicity, cardiotoxicity, hepatotoxicity). Dataset: ames. (1) The molecule is O=C(O)c1nn(Cc2ccc(Cl)cc2Cl)c2ccccc12. The result is 0 (non-mutagenic). (2) The compound is ClC1C(Cl)C(Cl)C(Cl)C(Cl)C1Cl. The result is 0 (non-mutagenic). (3) The molecule is O=C(O)C(=O)C(=O)O. The result is 0 (non-mutagenic). (4) The compound is O=C(/C=C/c1ccccc1)c1ccc(-c2ccccc2)cc1. The result is 0 (non-mutagenic). (5) The drug is Cc1cc(C)c([N+](=O)[O-])cc1[N+](=O)[O-]. The result is 1 (mutagenic). (6) The molecule is COc1ccn(CC(O)CN=[N+]=[N-])c(=O)n1. The result is 1 (mutagenic). (7) The molecule is CC(C)(c1ccccc1)c1ccc(O)cc1. The result is 0 (non-mutagenic). (8) The compound is Cn1c(N)nc2cc3ccccc3cc21. The result is 1 (mutagenic).